This data is from NCI-60 drug combinations with 297,098 pairs across 59 cell lines. The task is: Regression. Given two drug SMILES strings and cell line genomic features, predict the synergy score measuring deviation from expected non-interaction effect. (1) Drug 1: C1=CC(=CC=C1CCC2=CNC3=C2C(=O)NC(=N3)N)C(=O)NC(CCC(=O)O)C(=O)O. Drug 2: C1CCC(C(C1)N)N.C(=O)(C(=O)[O-])[O-].[Pt+4]. Cell line: HS 578T. Synergy scores: CSS=5.41, Synergy_ZIP=-3.75, Synergy_Bliss=-2.58, Synergy_Loewe=-7.86, Synergy_HSA=-2.34. (2) Drug 1: CC1=C(C(CCC1)(C)C)C=CC(=CC=CC(=CC(=O)O)C)C. Drug 2: CC1C(C(CC(O1)OC2CC(CC3=C2C(=C4C(=C3O)C(=O)C5=C(C4=O)C(=CC=C5)OC)O)(C(=O)CO)O)N)O.Cl. Cell line: ACHN. Synergy scores: CSS=31.2, Synergy_ZIP=-3.99, Synergy_Bliss=-0.444, Synergy_Loewe=-12.6, Synergy_HSA=-0.244. (3) Synergy scores: CSS=34.9, Synergy_ZIP=0.893, Synergy_Bliss=0.832, Synergy_Loewe=2.21, Synergy_HSA=3.51. Drug 2: CC1CCC2CC(C(=CC=CC=CC(CC(C(=O)C(C(C(=CC(C(=O)CC(OC(=O)C3CCCCN3C(=O)C(=O)C1(O2)O)C(C)CC4CCC(C(C4)OC)OCCO)C)C)O)OC)C)C)C)OC. Cell line: SF-539. Drug 1: CCC1=CC2CC(C3=C(CN(C2)C1)C4=CC=CC=C4N3)(C5=C(C=C6C(=C5)C78CCN9C7C(C=CC9)(C(C(C8N6C)(C(=O)OC)O)OC(=O)C)CC)OC)C(=O)OC.C(C(C(=O)O)O)(C(=O)O)O. (4) Drug 1: CCC1(C2=C(COC1=O)C(=O)N3CC4=CC5=C(C=CC(=C5CN(C)C)O)N=C4C3=C2)O.Cl. Drug 2: C(CCl)NC(=O)N(CCCl)N=O. Cell line: OVCAR-5. Synergy scores: CSS=20.8, Synergy_ZIP=-6.32, Synergy_Bliss=-5.65, Synergy_Loewe=-84.0, Synergy_HSA=-0.743. (5) Synergy scores: CSS=31.1, Synergy_ZIP=-4.61, Synergy_Bliss=-5.53, Synergy_Loewe=-6.09, Synergy_HSA=-6.05. Cell line: SK-MEL-5. Drug 2: C1C(C(OC1N2C=NC3=C(N=C(N=C32)Cl)N)CO)O. Drug 1: C1=CC(=CC=C1CCCC(=O)O)N(CCCl)CCCl. (6) Drug 1: CCC1=C2CN3C(=CC4=C(C3=O)COC(=O)C4(CC)O)C2=NC5=C1C=C(C=C5)O. Drug 2: C1CN(P(=O)(OC1)NCCCl)CCCl. Cell line: SNB-75. Synergy scores: CSS=8.96, Synergy_ZIP=-0.534, Synergy_Bliss=4.18, Synergy_Loewe=-9.91, Synergy_HSA=2.07.